Task: Predict the reactants needed to synthesize the given product.. Dataset: Full USPTO retrosynthesis dataset with 1.9M reactions from patents (1976-2016) (1) Given the product [Na+:50].[Cl:37][C:33]1[CH:32]=[C:31]([NH:30][C:29]([C:12]2[N:11]([CH:39]([CH3:40])[CH3:41])[C:10]([CH:9]=[CH:8][C@@H:7]([OH:42])[CH2:6][C@@H:5]([OH:43])[CH2:4][C:3]([O-:44])=[O:2])=[C:14]([C:15]3[CH:16]=[CH:17][C:18]([F:21])=[CH:19][CH:20]=3)[C:13]=2[C:22]2[CH:23]=[CH:24][C:25]([F:28])=[CH:26][CH:27]=2)=[O:38])[CH:36]=[CH:35][CH:34]=1, predict the reactants needed to synthesize it. The reactants are: C[O:2][C:3](=[O:44])[CH2:4][C@H:5]([OH:43])[CH2:6][C@H:7]([OH:42])[CH:8]=[CH:9][C:10]1[N:11]([CH:39]([CH3:41])[CH3:40])[C:12]([C:29](=[O:38])[NH:30][C:31]2[CH:36]=[CH:35][CH:34]=[C:33]([Cl:37])[CH:32]=2)=[C:13]([C:22]2[CH:27]=[CH:26][C:25]([F:28])=[CH:24][CH:23]=2)[C:14]=1[C:15]1[CH:20]=[CH:19][C:18]([F:21])=[CH:17][CH:16]=1.C(O)C.O.[OH-].[Na+:50]. (2) Given the product [C:1]([O:5][C:6](=[O:29])[N:7]([C:8]1[CH:9]=[C:10]2[C:15](=[CH:16][C:17]=1[F:18])[C:14](=[O:19])[N:13]([C:20]1[CH:25]=[CH:24][C:23]([N+:26]([O-:28])=[O:27])=[CH:22][CH:21]=1)[CH:12]=[CH:11]2)[CH3:30])([CH3:4])([CH3:2])[CH3:3], predict the reactants needed to synthesize it. The reactants are: [C:1]([O:5][C:6](=[O:29])[NH:7][C:8]1[CH:9]=[C:10]2[C:15](=[CH:16][C:17]=1[F:18])[C:14](=[O:19])[N:13]([C:20]1[CH:25]=[CH:24][C:23]([N+:26]([O-:28])=[O:27])=[CH:22][CH:21]=1)[CH:12]=[CH:11]2)([CH3:4])([CH3:3])[CH3:2].[C:30](=O)([O-])[O-].[Cs+].[Cs+].CI. (3) Given the product [NH2:2][C:1](=[S:16])[CH:3]1[CH2:8][O:7][N:6]([C:9]([O:11][CH2:12][CH3:13])=[O:10])[CH2:5][CH2:4]1, predict the reactants needed to synthesize it. The reactants are: [C:1]([CH:3]1[CH2:8][O:7][N:6]([C:9]([O:11][CH2:12][CH3:13])=[O:10])[CH2:5][CH2:4]1)#[N:2].C(N)(=[S:16])C.O. (4) Given the product [OH:10][CH2:9][CH2:8][C:5]1[CH:6]=[CH:7][C:2]([NH:1][C:18](=[O:19])[O:20][CH2:21][CH2:22][Cl:23])=[CH:3][CH:4]=1, predict the reactants needed to synthesize it. The reactants are: [NH2:1][C:2]1[CH:7]=[CH:6][C:5]([CH2:8][CH2:9][OH:10])=[CH:4][CH:3]=1.C(=O)(O)[O-].[Na+].O.Cl[C:18]([O:20][CH2:21][CH2:22][Cl:23])=[O:19]. (5) Given the product [CH:1]([N:4]1[C:12]2[CH:11]=[C:10]([NH:13][C:14]3[CH:19]=[CH:18][N:17]=[C:16]([C:20]([NH2:21])=[O:25])[N:15]=3)[N:9]=[CH:8][C:7]=2[N:6]=[C:5]1[CH3:22])([CH3:3])[CH3:2], predict the reactants needed to synthesize it. The reactants are: [CH:1]([N:4]1[C:12]2[CH:11]=[C:10]([NH:13][C:14]3[CH:19]=[CH:18][N:17]=[C:16]([C:20]#[N:21])[N:15]=3)[N:9]=[CH:8][C:7]=2[N:6]=[C:5]1[CH3:22])([CH3:3])[CH3:2].CS(C)=[O:25].C(=O)([O-])[O-].[K+].[K+].OO. (6) Given the product [CH3:15][O:14][CH:3]([O:2][CH3:1])[C:4]1[CH:9]=[CH:8][N:7]=[C:6]([S:10]([CH2:11][CH2:12][CH3:13])(=[O:23])=[O:22])[N:5]=1, predict the reactants needed to synthesize it. The reactants are: [CH3:1][O:2][CH:3]([O:14][CH3:15])[C:4]1[CH:9]=[CH:8][N:7]=[C:6]([S:10][CH2:11][CH2:12][CH3:13])[N:5]=1.OOS([O-])=O.[K+].[OH2:22].[OH2:23].O.C([O-])(=O)C.[Na+]. (7) Given the product [C:13]([NH:1][C:2]1[CH:3]=[CH:4][C:5]([C:6]([O:8][CH2:9][CH3:10])=[O:7])=[CH:11][CH:12]=1)(=[O:15])[CH3:14], predict the reactants needed to synthesize it. The reactants are: [NH2:1][C:2]1[CH:12]=[CH:11][C:5]([C:6]([O:8][CH2:9][CH3:10])=[O:7])=[CH:4][CH:3]=1.[C:13](OC(=O)C)(=[O:15])[CH3:14].O. (8) Given the product [O:29]1[C:33]2[CH:34]=[CH:35][C:36]([CH:38]3[C:46]4[C:41](=[C:42]([CH3:48])[CH:43]=[C:44]([CH3:47])[CH:45]=4)[N:40]([CH2:49][CH2:50][CH2:51][CH2:52][CH3:53])[C:39]3=[O:54])=[CH:37][C:32]=2[O:31][CH2:30]1, predict the reactants needed to synthesize it. The reactants are: O1C2C=CC(C3(O)C4C(=CC=CC=4)N(CC4C=CC(Cl)=CC=4)C3=O)=CC=2OC1.[O:29]1[C:33]2[CH:34]=[CH:35][C:36]([C:38]3(O)[C:46]4[C:41](=[C:42]([CH3:48])[CH:43]=[C:44]([CH3:47])[CH:45]=4)[N:40]([CH2:49][CH2:50][CH2:51][CH2:52][CH3:53])[C:39]3=[O:54])=[CH:37][C:32]=2[O:31][CH2:30]1.